Dataset: Retrosynthesis with 50K atom-mapped reactions and 10 reaction types from USPTO. Task: Predict the reactants needed to synthesize the given product. Given the product COC(=O)c1ccc(C(=O)O)cc1-c1cccnc1, predict the reactants needed to synthesize it. The reactants are: COC(=O)c1ccc(C(=O)OC)c(-c2cccnc2)c1.